From a dataset of Forward reaction prediction with 1.9M reactions from USPTO patents (1976-2016). Predict the product of the given reaction. (1) Given the reactants Cl.[F:2][C@H:3]1[CH2:8][NH:7][CH2:6][C:5]([CH3:10])([CH3:9])[C@H:4]1[OH:11].Cl[C:13]1[N:18]=[C:17]([NH2:19])[CH:16]=[CH:15][N:14]=1.C(=O)([O-])[O-].[K+].[K+], predict the reaction product. The product is: [NH2:19][C:17]1[CH:16]=[CH:15][N:14]=[C:13]([N:7]2[CH2:8][C@H:3]([F:2])[C@H:4]([OH:11])[C:5]([CH3:10])([CH3:9])[CH2:6]2)[N:18]=1. (2) Given the reactants Br[C:2]1[CH:3]=[N:4][CH:5]=[N:6][CH:7]=1.[C:8]1([C@H:14]2[CH2:19][CH2:18][CH2:17][CH2:16][C@H:15]2[N:20]2[CH2:25][CH2:24][CH:23]([NH2:26])[CH2:22][CH2:21]2)[CH:13]=[CH:12][CH:11]=[CH:10][CH:9]=1.C1(P(C2C=CC=CC=2)C2C=CC3C(=CC=CC=3)C=2C2C3C(=CC=CC=3)C=CC=2P(C2C=CC=CC=2)C2C=CC=CC=2)C=CC=CC=1.CC(C)([O-])C.[Na+], predict the reaction product. The product is: [C:8]1([C@H:14]2[CH2:19][CH2:18][CH2:17][CH2:16][C@H:15]2[N:20]2[CH2:25][CH2:24][CH:23]([NH:26][C:2]3[CH:3]=[N:4][CH:5]=[N:6][CH:7]=3)[CH2:22][CH2:21]2)[CH:9]=[CH:10][CH:11]=[CH:12][CH:13]=1. (3) Given the reactants Cl[C:2]1[CH:7]=[CH:6][CH:5]=[CH:4][N:3]=1.[CH3:8][NH:9][CH2:10][CH2:11][OH:12], predict the reaction product. The product is: [CH3:8][N:9]([C:2]1[CH:7]=[CH:6][CH:5]=[CH:4][N:3]=1)[CH2:10][CH2:11][OH:12]. (4) Given the reactants C([O:3][C:4](=[O:20])[C:5]1[C:10]([O:11][CH:12]([CH3:14])[CH3:13])=[CH:9][C:8]([O:15][CH:16]([CH3:18])[CH3:17])=[N:7][C:6]=1[CH3:19])C.[OH-].[Na+], predict the reaction product. The product is: [CH:12]([O:11][C:10]1[C:5]([C:4]([OH:20])=[O:3])=[C:6]([CH3:19])[N:7]=[C:8]([O:15][CH:16]([CH3:18])[CH3:17])[CH:9]=1)([CH3:14])[CH3:13]. (5) Given the reactants C([O:8][C:9]1[CH:37]=[CH:36][C:35]([N:38]2[CH2:43][CH2:42][CH2:41][CH2:40][CH2:39]2)=[CH:34][C:10]=1[C:11]([NH:13][C:14]1[CH:26]=[C:25]([O:27][C:28]2[CH:33]=[CH:32][CH:31]=[CH:30][CH:29]=2)[CH:24]=[CH:23][C:15]=1[C:16]([O:18][C:19]([CH3:22])([CH3:21])[CH3:20])=[O:17])=[O:12])C1C=CC=CC=1.C(Cl)(Cl)Cl, predict the reaction product. The product is: [OH:8][C:9]1[CH:37]=[CH:36][C:35]([N:38]2[CH2:39][CH2:40][CH2:41][CH2:42][CH2:43]2)=[CH:34][C:10]=1[C:11]([NH:13][C:14]1[CH:26]=[C:25]([O:27][C:28]2[CH:33]=[CH:32][CH:31]=[CH:30][CH:29]=2)[CH:24]=[CH:23][C:15]=1[C:16]([O:18][C:19]([CH3:22])([CH3:21])[CH3:20])=[O:17])=[O:12].